This data is from Catalyst prediction with 721,799 reactions and 888 catalyst types from USPTO. The task is: Predict which catalyst facilitates the given reaction. (1) The catalyst class is: 62. Reactant: [CH2:1]([C:3]1[CH:8]=[C:7]([C:9]2[S:10][CH:11]=[CH:12][CH:13]=2)[N:6]=[CH:5][C:4]=1[NH2:14])[CH3:2].Cl[C:16]1[N:21]=[CH:20][C:19]2[N:22]=[CH:23][N:24]([CH3:25])[C:18]=2[CH:17]=1.CC(C)([O-])C.[Na+].C1(P(C2C=CC=CC=2)C2C=CC3C(=CC=CC=3)C=2C2C3C(=CC=CC=3)C=CC=2P(C2C=CC=CC=2)C2C=CC=CC=2)C=CC=CC=1. Product: [CH2:1]([C:3]1[CH:8]=[C:7]([C:9]2[S:10][CH:11]=[CH:12][CH:13]=2)[N:6]=[CH:5][C:4]=1[NH:14][C:16]1[N:21]=[CH:20][C:19]2[N:22]=[CH:23][N:24]([CH3:25])[C:18]=2[CH:17]=1)[CH3:2]. (2) Reactant: [F:1][C:2]([F:32])([F:31])[C:3]1[CH:4]=[C:5]([CH:24]=[C:25]([C:27]([F:30])([F:29])[F:28])[CH:26]=1)[C:6]([N:8]1[CH2:13][CH2:12][NH:11][CH2:10][C@H:9]1[CH2:14][C:15]1[C:23]2[C:18](=[CH:19][CH:20]=[CH:21][CH:22]=2)[NH:17][CH:16]=1)=[O:7].Br[CH2:34][CH2:35][CH2:36][OH:37].C(=O)([O-])[O-].[K+].[K+].O. Product: [F:30][C:27]([F:28])([F:29])[C:25]1[CH:24]=[C:5]([CH:4]=[C:3]([C:2]([F:1])([F:31])[F:32])[CH:26]=1)[C:6]([N:8]1[CH2:13][CH2:12][N:11]([CH2:34][CH2:35][CH2:36][OH:37])[CH2:10][CH:9]1[CH2:14][C:15]1[C:23]2[C:18](=[CH:19][CH:20]=[CH:21][CH:22]=2)[NH:17][CH:16]=1)=[O:7]. The catalyst class is: 9. (3) Reactant: Cl.[NH2:2][CH:3]([CH2:17][CH:18]1[CH2:23][CH2:22][O:21][CH2:20][CH2:19]1)[C:4]([NH:6][C:7]1[CH:11]=[CH:10][N:9]([CH2:12][C:13]([OH:16])([CH3:15])[CH3:14])[N:8]=1)=[O:5].C(N(CC)C(C)C)(C)C.CC1(C)O[C@H](CN2C=CC(NC(=O)[C@@H](N3[CH2:56][C:55]([O:57][C:58]4[C:63]([F:64])=[CH:62][CH:61]=[C:60]([O:65][CH2:66][CH3:67])[C:59]=4[F:68])=[CH:54][C:53]3=[O:69])CC(C)C)=N2)CO1. Product: [CH2:66]([O:65][C:60]1[C:59]([F:68])=[C:58]([C:63]([F:64])=[CH:62][CH:61]=1)[O:57][C:55]1[CH2:56][N:2]([CH:3]([CH2:17][CH:18]2[CH2:23][CH2:22][O:21][CH2:20][CH2:19]2)[C:4]([NH:6][C:7]2[CH:11]=[CH:10][N:9]([CH2:12][C:13]([OH:16])([CH3:14])[CH3:15])[N:8]=2)=[O:5])[C:53](=[O:69])[CH:54]=1)[CH3:67]. The catalyst class is: 10.